This data is from Forward reaction prediction with 1.9M reactions from USPTO patents (1976-2016). The task is: Predict the product of the given reaction. (1) Given the reactants [F:1][C:2]([F:14])([F:13])[O:3][C:4]1[CH:12]=[C:11]2[C:7]([CH:8]=[CH:9][NH:10]2)=[CH:6][CH:5]=1.ClS([N:19]=[C:20]=O)(=O)=O.C([O-])([O-])=O.[K+].[K+].[CH2:28](I)[CH3:29], predict the reaction product. The product is: [CH2:28]([N:10]1[C:11]2[C:7](=[CH:6][CH:5]=[C:4]([O:3][C:2]([F:1])([F:13])[F:14])[CH:12]=2)[C:8]([C:20]#[N:19])=[CH:9]1)[CH3:29]. (2) Given the reactants C([N:8]1[CH2:13][CH2:12][CH2:11][C:10](=[O:14])[CH2:9]1)C1C=CC=CC=1.[C:23](O[C:23]([O:25][C:26]([CH3:29])([CH3:28])[CH3:27])=[O:24])([O:25][C:26]([CH3:29])([CH3:28])[CH3:27])=[O:24].C(N(CC)CC)C.[H][H], predict the reaction product. The product is: [O:14]=[C:10]1[CH2:11][CH2:12][CH2:13][N:8]([C:23]([O:25][C:26]([CH3:27])([CH3:28])[CH3:29])=[O:24])[CH2:9]1.